Dataset: Forward reaction prediction with 1.9M reactions from USPTO patents (1976-2016). Task: Predict the product of the given reaction. Given the reactants [NH2:1][CH2:2][C@@H:3]([CH3:24])[O:4][C:5]1[CH:14]=[CH:13][CH:12]=[C:11]2[C:6]=1[C:7]([NH:15][C:16]1[CH:21]=[CH:20][C:19]([OH:22])=[C:18]([Cl:23])[CH:17]=1)=[N:8][CH:9]=[N:10]2.[CH3:25][O:26][CH2:27][C:28](O)=[O:29], predict the reaction product. The product is: [Cl:23][C:18]1[CH:17]=[C:16]([CH:21]=[CH:20][C:19]=1[OH:22])[NH:15][C:7]1[C:6]2[C:11](=[CH:12][CH:13]=[CH:14][C:5]=2[O:4][C@H:3]([CH3:24])[CH2:2][NH:1][C:28](=[O:29])[CH2:27][O:26][CH3:25])[N:10]=[CH:9][N:8]=1.